From a dataset of Merck oncology drug combination screen with 23,052 pairs across 39 cell lines. Regression. Given two drug SMILES strings and cell line genomic features, predict the synergy score measuring deviation from expected non-interaction effect. (1) Drug 1: CCN(CC)CCNC(=O)c1c(C)[nH]c(C=C2C(=O)Nc3ccc(F)cc32)c1C. Drug 2: CCc1cnn2c(NCc3ccc[n+]([O-])c3)cc(N3CCCCC3CCO)nc12. Cell line: UWB1289. Synergy scores: synergy=4.37. (2) Drug 1: COC1CC2CCC(C)C(O)(O2)C(=O)C(=O)N2CCCCC2C(=O)OC(C(C)CC2CCC(OP(C)(C)=O)C(OC)C2)CC(=O)C(C)C=C(C)C(O)C(OC)C(=O)C(C)CC(C)C=CC=CC=C1C. Drug 2: Cn1c(=O)n(-c2ccc(C(C)(C)C#N)cc2)c2c3cc(-c4cnc5ccccc5c4)ccc3ncc21. Cell line: EFM192B. Synergy scores: synergy=88.2. (3) Drug 1: O=P1(N(CCCl)CCCl)NCCCO1. Synergy scores: synergy=-6.32. Cell line: OCUBM. Drug 2: O=C(NOCC(O)CO)c1ccc(F)c(F)c1Nc1ccc(I)cc1F.